From a dataset of Catalyst prediction with 721,799 reactions and 888 catalyst types from USPTO. Predict which catalyst facilitates the given reaction. (1) Reactant: [O-2].[Gd+3:2].[O-2].[O-2].[Gd+3].[C:6]([CH2:9][N:10]1[CH2:21][CH2:20][N:19]([C:22](=[O:31])[NH:23][CH2:24][C:25]2[CH:30]=[CH:29][CH:28]=[CH:27][CH:26]=2)[CH2:18][CH2:17][N:16]([CH2:32][C:33]([OH:35])=[O:34])[CH2:15][CH2:14][N:13]([CH2:36][C:37]([OH:39])=[O:38])[CH2:12][CH2:11]1)([OH:8])=[O:7]. Product: [C:6]([CH2:9][N:10]1[CH2:21][CH2:20][N:19]([C:22](=[O:31])[NH:23][CH2:24][C:25]2[CH:30]=[CH:29][CH:28]=[CH:27][CH:26]=2)[CH2:18][CH2:17][N:16]([CH2:32][C:33]([OH:35])=[O:34])[CH2:15][CH2:14][N:13]([CH2:36][C:37]([OH:39])=[O:38])[CH2:12][CH2:11]1)([OH:8])=[O:7].[Gd:2]. The catalyst class is: 6. (2) Reactant: [C:1]([C:5]1[CH:10]=[C:9]([C:11]([CH3:14])([CH3:13])[CH3:12])[C:8]([N+:15]([O-])=O)=[CH:7][C:6]=1[OH:18])([CH3:4])([CH3:3])[CH3:2].C([O-])=O.[NH4+]. Product: [NH2:15][C:8]1[C:9]([C:11]([CH3:14])([CH3:13])[CH3:12])=[CH:10][C:5]([C:1]([CH3:3])([CH3:2])[CH3:4])=[C:6]([OH:18])[CH:7]=1. The catalyst class is: 29. (3) Reactant: [CH3:1][N:2]1[CH:6]=[C:5]([C:7]2[CH:12]=[CH:11][C:10]([NH:13][C:14]3[C:18]4[CH2:19][N:20]([C:23](=[O:25])[CH3:24])[CH2:21][CH2:22][C:17]=4[NH:16][N:15]=3)=[CH:9][CH:8]=2)[CH:4]=[N:3]1.C1CCN2C(=NCCC2)CC1.[CH3:37][S:38]([CH2:41][CH3:42])(=[O:40])=[O:39]. Product: [CH3:1][N:2]1[CH:6]=[C:5]([C:7]2[CH:12]=[CH:11][C:10]([NH:13][C:14]3[C:18]4[CH2:19][N:20]([C:23](=[O:25])[CH3:24])[CH2:21][CH2:22][C:17]=4[N:16]([CH2:42][CH2:41][S:38]([CH3:37])(=[O:40])=[O:39])[N:15]=3)=[CH:9][CH:8]=2)[CH:4]=[N:3]1. The catalyst class is: 23. (4) Reactant: [CH3:1][N:2]1[C:10]2[C:5](=[CH:6][CH:7]=[C:8]([C:11](O)=[O:12])[CH:9]=2)[CH2:4][CH2:3]1.O.[B-].[Na+]. Product: [CH3:1][N:2]1[C:10]2[C:5](=[CH:6][CH:7]=[C:8]([CH2:11][OH:12])[CH:9]=2)[CH2:4][CH2:3]1. The catalyst class is: 7. (5) Reactant: [F:1][C:2]1[CH:25]=[CH:24][C:5]([CH2:6][N:7]2[C:11](=[O:12])[N:10]([C:13]3[S:14][C:15]([C:19](OCC)=[O:20])=[C:16]([CH3:18])[N:17]=3)[CH:9]=[N:8]2)=[CH:4][CH:3]=1.[H-].[Al+3].[Li+].[H-].[H-].[H-]. Product: [F:1][C:2]1[CH:25]=[CH:24][C:5]([CH2:6][N:7]2[C:11](=[O:12])[N:10]([C:13]3[S:14][C:15]([CH2:19][OH:20])=[C:16]([CH3:18])[N:17]=3)[CH:9]=[N:8]2)=[CH:4][CH:3]=1. The catalyst class is: 7. (6) Reactant: [N:1]([C@H:4]1[C@@H:9]([NH:10][C:11]([C:13]2[NH:14][C:15]([CH2:19][CH3:20])=[C:16]([Cl:18])[N:17]=2)=[O:12])[CH2:8][CH2:7][N:6]([C:21]2[S:22][C:23]3[C:29]([C:30]([O:32][CH2:33][CH3:34])=[O:31])=[CH:28][CH:27]=[CH:26][C:24]=3[N:25]=2)[CH2:5]1)=[N+]=[N-].C1(P(C2C=CC=CC=2)C2C=CC=CC=2)C=CC=CC=1.O. Product: [NH2:1][C@H:4]1[C@@H:9]([NH:10][C:11]([C:13]2[NH:14][C:15]([CH2:19][CH3:20])=[C:16]([Cl:18])[N:17]=2)=[O:12])[CH2:8][CH2:7][N:6]([C:21]2[S:22][C:23]3[C:29]([C:30]([O:32][CH2:33][CH3:34])=[O:31])=[CH:28][CH:27]=[CH:26][C:24]=3[N:25]=2)[CH2:5]1. The catalyst class is: 1.